Dataset: CYP2C19 inhibition data for predicting drug metabolism from PubChem BioAssay. Task: Regression/Classification. Given a drug SMILES string, predict its absorption, distribution, metabolism, or excretion properties. Task type varies by dataset: regression for continuous measurements (e.g., permeability, clearance, half-life) or binary classification for categorical outcomes (e.g., BBB penetration, CYP inhibition). Dataset: cyp2c19_veith. (1) The molecule is COc1ccc(NC(=O)N2CC[C@@]3(CCCN(C(=O)c4ccncc4)C3)C2)cc1. The result is 0 (non-inhibitor). (2) The drug is CNc1nc(-c2ccc3c(c2)OCO3)nc2ccccc12. The result is 1 (inhibitor). (3) The drug is COc1ccc(OCCn2cc(/C(N)=N/O)c3ccccc32)cc1. The result is 1 (inhibitor). (4) The compound is O=S(=O)(O)[C@@H](c1ccccc1)[C@@H](O)c1ccccc1. The result is 0 (non-inhibitor). (5) The drug is Cl.OCCN1CCN(CCOc2cccc(Cl)c2)CC1. The result is 0 (non-inhibitor). (6) The compound is C/C(CCN1CCc2nc(-c3ccccc3)c(-c3ccccc3)cc2C1)=N\O[C@@H](C)c1cn([C@@H]2COC[C@@H]2O)nn1. The result is 0 (non-inhibitor). (7) The compound is NC(=O)CNC(=O)[C@@H]1CC2(CC(c3cccc([N+](=O)[O-])c3)=NO2)CN1C(=O)c1ccccc1. The result is 0 (non-inhibitor). (8) The molecule is CCOC(=O)C(=CNCC(=O)O)C(=O)OCC. The result is 0 (non-inhibitor).